From a dataset of Catalyst prediction with 721,799 reactions and 888 catalyst types from USPTO. Predict which catalyst facilitates the given reaction. (1) Reactant: [C:1]1([C@@H:7]([NH:9][C@H:10]2[C@@H:15]([C:16](OCC)=[O:17])[CH2:14][CH2:13][N:12]([C:21]([O:23][C:24]([CH3:27])([CH3:26])[CH3:25])=[O:22])[CH2:11]2)[CH3:8])[CH:6]=[CH:5][CH:4]=[CH:3][CH:2]=1.[H-].[Al+3].[Li+].[H-].[H-].[H-].N. Product: [OH:17][CH2:16][C@@H:15]1[CH2:14][CH2:13][N:12]([C:21]([O:23][C:24]([CH3:27])([CH3:26])[CH3:25])=[O:22])[CH2:11][C@@H:10]1[NH:9][C@H:7]([C:1]1[CH:2]=[CH:3][CH:4]=[CH:5][CH:6]=1)[CH3:8]. The catalyst class is: 7. (2) Reactant: C([O-])([O-])=O.[K+].[K+].[SH:7][C:8]1[CH:9]=[C:10]([CH2:14][OH:15])[CH:11]=[CH:12][CH:13]=1.Br[C:17]1[CH:18]=[N:19][CH:20]=[C:21]([CH:24]=1)[C:22]#[N:23]. Product: [OH:15][CH2:14][C:10]1[CH:9]=[C:8]([S:7][C:17]2[CH:18]=[N:19][CH:20]=[C:21]([CH:24]=2)[C:22]#[N:23])[CH:13]=[CH:12][CH:11]=1. The catalyst class is: 474. (3) Reactant: [F:1][C:2]1[C:3]([I:13])=[C:4]([CH2:8][C:9](OC)=[O:10])[CH:5]=[CH:6][CH:7]=1.[Cl-].[Cl-].[Ca+2].[BH4-].[Na+]. Product: [F:1][C:2]1[C:3]([I:13])=[C:4]([CH2:8][CH2:9][OH:10])[CH:5]=[CH:6][CH:7]=1. The catalyst class is: 8. (4) Reactant: [F:1][C:2]1[C:3]([CH:20]([NH:22][C:23]([C:25]2([NH:28]C(=O)OC(C)(C)C)[CH2:27][CH2:26]2)=[O:24])[CH3:21])=[N:4][CH:5]=[C:6]([NH:8][C:9]2[C:14]([C:15]([F:18])([F:17])[F:16])=[CH:13][CH:12]=[CH:11][C:10]=2[F:19])[CH:7]=1.Cl. Product: [F:1][C:2]1[C:3]([CH:20]([NH:22][C:23]([C:25]2([NH2:28])[CH2:27][CH2:26]2)=[O:24])[CH3:21])=[N:4][CH:5]=[C:6]([NH:8][C:9]2[C:14]([C:15]([F:17])([F:16])[F:18])=[CH:13][CH:12]=[CH:11][C:10]=2[F:19])[CH:7]=1. The catalyst class is: 269. (5) Reactant: [CH2:1]([O:8][C@@H:9]1[CH2:13][CH2:12][CH2:11][C@H:10]1[NH2:14])[C:2]1[CH:7]=[CH:6][CH:5]=[CH:4][CH:3]=1.[CH2:15]1[CH2:21][S:18](=[O:20])(=[O:19])[O:17][CH2:16]1. Product: [CH2:1]([O:8][C@@H:9]1[CH2:13][CH2:12][CH2:11][C@H:10]1[NH:14][CH2:16][CH2:15][CH2:21][S:18]([OH:20])(=[O:19])=[O:17])[C:2]1[CH:7]=[CH:6][CH:5]=[CH:4][CH:3]=1. The catalyst class is: 7. (6) Reactant: [NH2:1][C@H:2]([C:13]([OH:15])=[O:14])[CH2:3][C:4]1[C:12]2[C:7](=[CH:8][CH:9]=[CH:10][CH:11]=2)[NH:6][CH:5]=1.[CH2:16]1[CH2:21][CH2:20][CH2:19][CH2:18][CH2:17]1.[CH3:22][O-:23].[Na+].Cl.[OH2:26]. Product: [NH:6]([C:7]([CH2:8][CH2:9][CH2:10][CH2:11][CH2:12][CH2:4][CH2:3][CH2:2][CH2:13][CH2:16][CH2:21][CH2:20][CH2:19][CH2:18][CH3:17])=[O:26])[CH2:5][C:22]([NH:1][C@H:2]([C:13]([OH:15])=[O:14])[CH2:3][C:4]1[C:12]2[C:7](=[CH:8][CH:9]=[CH:10][CH:11]=2)[NH:6][CH:5]=1)=[O:23]. The catalyst class is: 5.